This data is from NCI-60 drug combinations with 297,098 pairs across 59 cell lines. The task is: Regression. Given two drug SMILES strings and cell line genomic features, predict the synergy score measuring deviation from expected non-interaction effect. (1) Drug 1: C1=NC2=C(N1)C(=S)N=C(N2)N. Drug 2: C1=NC2=C(N1)C(=S)N=CN2. Cell line: SNB-19. Synergy scores: CSS=11.0, Synergy_ZIP=-5.55, Synergy_Bliss=-4.26, Synergy_Loewe=-9.88, Synergy_HSA=-3.85. (2) Drug 1: CC12CCC3C(C1CCC2=O)CC(=C)C4=CC(=O)C=CC34C. Drug 2: CC1C(C(CC(O1)OC2CC(CC3=C2C(=C4C(=C3O)C(=O)C5=C(C4=O)C(=CC=C5)OC)O)(C(=O)C)O)N)O.Cl. Cell line: T-47D. Synergy scores: CSS=34.1, Synergy_ZIP=0.966, Synergy_Bliss=4.13, Synergy_Loewe=4.15, Synergy_HSA=5.89. (3) Drug 1: CCC1=C2CN3C(=CC4=C(C3=O)COC(=O)C4(CC)O)C2=NC5=C1C=C(C=C5)O. Drug 2: C1CC(=O)NC(=O)C1N2C(=O)C3=CC=CC=C3C2=O. Cell line: OVCAR-8. Synergy scores: CSS=17.9, Synergy_ZIP=-9.42, Synergy_Bliss=-0.599, Synergy_Loewe=-18.1, Synergy_HSA=-0.701. (4) Drug 1: C1CC(CNC1)C2=CC=C(C=C2)N3C=C4C=CC=C(C4=N3)C(=O)N. Drug 2: B(C(CC(C)C)NC(=O)C(CC1=CC=CC=C1)NC(=O)C2=NC=CN=C2)(O)O. Cell line: T-47D. Synergy scores: CSS=54.7, Synergy_ZIP=3.17, Synergy_Bliss=4.51, Synergy_Loewe=-6.39, Synergy_HSA=6.10. (5) Synergy scores: CSS=11.8, Synergy_ZIP=-5.69, Synergy_Bliss=-5.03, Synergy_Loewe=-23.4, Synergy_HSA=-3.17. Drug 1: C1CCC(C1)C(CC#N)N2C=C(C=N2)C3=C4C=CNC4=NC=N3. Drug 2: CS(=O)(=O)OCCCCOS(=O)(=O)C. Cell line: UO-31.